Task: Predict which catalyst facilitates the given reaction.. Dataset: Catalyst prediction with 721,799 reactions and 888 catalyst types from USPTO Reactant: C[O:2][C:3](=O)[C:4]1[CH:9]=[CH:8][C:7]([C:10]([F:13])([F:12])[F:11])=[C:6]([CH2:14][CH:15]([CH3:17])[CH3:16])[CH:5]=1.[BH4-].[Li+].Cl. Product: [CH2:14]([C:6]1[CH:5]=[C:4]([CH2:3][OH:2])[CH:9]=[CH:8][C:7]=1[C:10]([F:13])([F:12])[F:11])[CH:15]([CH3:17])[CH3:16]. The catalyst class is: 1.